Dataset: Forward reaction prediction with 1.9M reactions from USPTO patents (1976-2016). Task: Predict the product of the given reaction. (1) Given the reactants O[Li].O.C[O:5][C:6](=[O:42])[CH:7]([NH:34][C:35]([O:37][C:38]([CH3:41])([CH3:40])[CH3:39])=[O:36])[CH2:8][C:9]1[CH:14]=[CH:13][C:12]([O:15][CH2:16][CH2:17][C@H:18]([CH:20]2[CH2:25][CH2:24][N:23]([C:26]3[O:30][N:29]=[C:28]([CH:31]([CH3:33])[CH3:32])[N:27]=3)[CH2:22][CH2:21]2)[CH3:19])=[CH:11][CH:10]=1, predict the reaction product. The product is: [C:38]([O:37][C:35]([NH:34][CH:7]([CH2:8][C:9]1[CH:14]=[CH:13][C:12]([O:15][CH2:16][CH2:17][C@H:18]([CH:20]2[CH2:21][CH2:22][N:23]([C:26]3[O:30][N:29]=[C:28]([CH:31]([CH3:33])[CH3:32])[N:27]=3)[CH2:24][CH2:25]2)[CH3:19])=[CH:11][CH:10]=1)[C:6]([OH:42])=[O:5])=[O:36])([CH3:41])([CH3:39])[CH3:40]. (2) Given the reactants [CH3:1][C:2]1[CH:3]=[CH:4][C:5](OS(C(F)(F)F)(=O)=O)=[C:6]([C:8]2[N:13]=[C:12]([N:14]3[C:18]([C:19]([F:22])([F:21])[F:20])=[C:17]([C:23]([O:25][CH2:26][CH3:27])=[O:24])[CH:16]=[N:15]3)[CH:11]=[CH:10][CH:9]=2)[CH:7]=1.[CH3:36][O:37][C:38]1[CH:43]=[CH:42][C:41]([CH2:44][SH:45])=[CH:40][CH:39]=1.CCN(C(C)C)C(C)C.CC1(C)C2C(=C(P(C3C=CC=CC=3)C3C=CC=CC=3)C=CC=2)OC2C(P(C3C=CC=CC=3)C3C=CC=CC=3)=CC=CC1=2, predict the reaction product. The product is: [CH3:36][O:37][C:38]1[CH:43]=[CH:42][C:41]([CH2:44][S:45][C:5]2[CH:4]=[CH:3][C:2]([CH3:1])=[CH:7][C:6]=2[C:8]2[N:13]=[C:12]([N:14]3[C:18]([C:19]([F:22])([F:21])[F:20])=[C:17]([C:23]([O:25][CH2:26][CH3:27])=[O:24])[CH:16]=[N:15]3)[CH:11]=[CH:10][CH:9]=2)=[CH:40][CH:39]=1. (3) Given the reactants [S:1]([N:11]1[C:15]2=[N:16][CH:17]=[CH:18][CH:19]=[C:14]2[C:13](C=O)=[CH:12]1)([C:4]1[CH:10]=[CH:9][C:7]([CH3:8])=[CH:6][CH:5]=1)(=[O:3])=[O:2].ClC1C=CC=C(C(OO)=[O:30])C=1, predict the reaction product. The product is: [S:1]([N:11]1[C:15]2=[N:16][CH:17]=[CH:18][CH:19]=[C:14]2[C:13](=[O:30])[CH2:12]1)([C:4]1[CH:10]=[CH:9][C:7]([CH3:8])=[CH:6][CH:5]=1)(=[O:3])=[O:2]. (4) Given the reactants [CH3:1][C:2]([CH3:46])([CH2:44][CH3:45])[CH2:3][C:4]1[N:5]=[C:6]([CH2:28][CH2:29][C:30]2[CH:35]=[CH:34][C:33]([C:36]3[CH:41]=[CH:40][CH:39]=[CH:38][N:37]=3)=[C:32]([O:42]C)[CH:31]=2)[N:7](C(C2C=CC=CC=2)(C2C=CC=CC=2)C2C=CC=CC=2)[CH:8]=1, predict the reaction product. The product is: [CH3:1][C:2]([CH3:46])([CH2:44][CH3:45])[CH2:3][C:4]1[N:5]=[C:6]([CH2:28][CH2:29][C:30]2[CH:35]=[CH:34][C:33]([C:36]3[CH:41]=[CH:40][CH:39]=[CH:38][N:37]=3)=[C:32]([OH:42])[CH:31]=2)[NH:7][CH:8]=1. (5) Given the reactants [OH:1][CH2:2][C:3]1[CH:8]=[CH:7][C:6]([C:9]2[CH:14]=[CH:13][C:12]([NH:15][C:16]([C@@H:18]3[CH:23]4[CH2:24][CH2:25][N:20]([CH2:21][CH2:22]4)[CH2:19]3)=[O:17])=[CH:11][CH:10]=2)=[CH:5][CH:4]=1.[CH3:26][N:27]=[C:28]=[O:29], predict the reaction product. The product is: [CH3:26][NH:27][C:28](=[O:29])[O:1][CH2:2][C:3]1[CH:8]=[CH:7][C:6]([C:9]2[CH:10]=[CH:11][C:12]([NH:15][C:16]([C@@H:18]3[CH:23]4[CH2:24][CH2:25][N:20]([CH2:21][CH2:22]4)[CH2:19]3)=[O:17])=[CH:13][CH:14]=2)=[CH:5][CH:4]=1.